Dataset: Full USPTO retrosynthesis dataset with 1.9M reactions from patents (1976-2016). Task: Predict the reactants needed to synthesize the given product. (1) The reactants are: Br[C:2]1[CH:3]=[C:4]2[C:9](=[CH:10][CH:11]=1)[CH:8]=[N:7][C:6]([NH2:12])=[CH:5]2.[CH3:13][O-:14].[Na+]. Given the product [CH3:13][O:14][C:2]1[CH:3]=[C:4]2[C:9](=[CH:10][CH:11]=1)[CH:8]=[N:7][C:6]([NH2:12])=[CH:5]2, predict the reactants needed to synthesize it. (2) Given the product [Si:12]([O:29][C@@H:30]1[CH2:47][CH2:46][C@@:45]2([CH3:48])[C@@H:32]([CH2:33][CH2:34][C@@H:35]3[C@@H:44]2[CH2:43][CH2:42][C@@:40]2([CH3:41])[C@H:36]3[CH2:37][CH2:38][C@@H:39]2[C:49]#[C:50][C:51](=[O:53])[CH3:52])[CH2:31]1)([C:25]([CH3:28])([CH3:27])[CH3:26])([C:19]1[CH:20]=[CH:21][CH:22]=[CH:23][CH:24]=1)[C:13]1[CH:14]=[CH:15][CH:16]=[CH:17][CH:18]=1, predict the reactants needed to synthesize it. The reactants are: [Cr](Cl)([O-])(=O)=O.[NH+]1C=CC=CC=1.[Si:12]([O:29][C@@H:30]1[CH2:47][CH2:46][C@@:45]2([CH3:48])[C@@H:32]([CH2:33][CH2:34][C@@H:35]3[C@@H:44]2[CH2:43][CH2:42][C@@:40]2([CH3:41])[C@H:36]3[CH2:37][CH2:38][C@@H:39]2[C:49]#[C:50][CH:51]([OH:53])[CH3:52])[CH2:31]1)([C:25]([CH3:28])([CH3:27])[CH3:26])([C:19]1[CH:24]=[CH:23][CH:22]=[CH:21][CH:20]=1)[C:13]1[CH:18]=[CH:17][CH:16]=[CH:15][CH:14]=1.[O-][Si]([O-])=O.[Mg+2].